This data is from Peptide-MHC class I binding affinity with 185,985 pairs from IEDB/IMGT. The task is: Regression. Given a peptide amino acid sequence and an MHC pseudo amino acid sequence, predict their binding affinity value. This is MHC class I binding data. (1) The peptide sequence is YRRKLTNPA. The MHC is HLA-B15:17 with pseudo-sequence HLA-B15:17. The binding affinity (normalized) is 0.0847. (2) The peptide sequence is VYSDVETPHL. The MHC is HLA-A24:02 with pseudo-sequence HLA-A24:02. The binding affinity (normalized) is 0.491. (3) The peptide sequence is GAPQLNPI. The MHC is Mamu-B17 with pseudo-sequence Mamu-B17. The binding affinity (normalized) is 0. (4) The peptide sequence is RNPGNAEF. The MHC is Mamu-A01 with pseudo-sequence Mamu-A01. The binding affinity (normalized) is 0.320. (5) The peptide sequence is MPVTVASAAQ. The MHC is HLA-B51:01 with pseudo-sequence HLA-B51:01. The binding affinity (normalized) is 0.